From a dataset of Forward reaction prediction with 1.9M reactions from USPTO patents (1976-2016). Predict the product of the given reaction. (1) Given the reactants [F:1][C:2]([F:16])([F:15])[CH:3]([C:5]1[CH:10]=[CH:9][CH:8]=[C:7]([C:11]([F:14])([F:13])[F:12])[CH:6]=1)[NH2:4].[Cl:17][C:18]1[C:19]([C:30](=[O:35])[NH:31][CH:32]2[CH2:34][CH2:33]2)=[CH:20][C:21]2[N:25]=[C:24]([C:26](O)=[O:27])[NH:23][C:22]=2[CH:29]=1.F[P-](F)(F)(F)(F)F.N1(OC(N(C)C)=[N+](C)C)C2C=CC=CC=2N=N1.CN1CCOCC1, predict the reaction product. The product is: [Cl:17][C:18]1[C:19]([C:30]([NH:31][CH:32]2[CH2:34][CH2:33]2)=[O:35])=[CH:20][C:21]2[N:25]=[C:24]([C:26]([NH:4][CH:3]([C:5]3[CH:10]=[CH:9][CH:8]=[C:7]([C:11]([F:12])([F:13])[F:14])[CH:6]=3)[C:2]([F:15])([F:16])[F:1])=[O:27])[NH:23][C:22]=2[CH:29]=1. (2) Given the reactants C(O/[N:5]=[C:6](/[C:8]1[CH:9]=[C:10]([C:15]2([C:18]([O:20][CH3:21])=[O:19])[CH2:17][CH2:16]2)[CH:11]=[CH:12][C:13]=1[OH:14])\[CH3:7])(=O)C.N1C=CC=CC=1.O, predict the reaction product. The product is: [CH3:7][C:6]1[C:8]2[CH:9]=[C:10]([C:15]3([C:18]([O:20][CH3:21])=[O:19])[CH2:17][CH2:16]3)[CH:11]=[CH:12][C:13]=2[O:14][N:5]=1.